This data is from Full USPTO retrosynthesis dataset with 1.9M reactions from patents (1976-2016). The task is: Predict the reactants needed to synthesize the given product. (1) Given the product [N:11]12[CH2:18][CH2:17][CH:14]([CH2:15][CH2:16]1)[CH:13]([C:19]1[NH:6][C:4](=[O:5])[C:3]3[C:2](=[CH:10][CH:9]=[CH:8][CH:7]=3)[N:1]=1)[CH2:12]2, predict the reactants needed to synthesize it. The reactants are: [NH2:1][C:2]1[CH:10]=[CH:9][CH:8]=[CH:7][C:3]=1[C:4]([NH2:6])=[O:5].[N:11]12[CH2:18][CH2:17][CH:14]([CH2:15][CH2:16]1)[CH:13]([C:19](Cl)=O)[CH2:12]2. (2) Given the product [C:63]([C@H:61]([NH:60][C:21](=[O:23])[C@@H:20]([NH:19][S:16]([C:13]1[N:12]2[C@@:8]([CH2:7][C:6]3[CH:5]=[CH:4][C:3]([C:1]#[N:2])=[CH:36][CH:35]=3)([CH3:34])[C:9](=[O:33])[N:10]([C:25]3[CH:30]=[C:29]([Cl:31])[CH:28]=[C:27]([Cl:32])[CH:26]=3)[C:11]2=[N:15][CH:14]=1)(=[O:17])=[O:18])[CH3:24])[CH3:62])(=[O:64])[NH2:65], predict the reactants needed to synthesize it. The reactants are: [C:1]([C:3]1[CH:36]=[CH:35][C:6]([CH2:7][C@@:8]2([CH3:34])[N:12]3[C:13]([S:16]([NH:19][C@@H:20]([CH3:24])[C:21]([OH:23])=O)(=[O:18])=[O:17])=[CH:14][N:15]=[C:11]3[N:10]([C:25]3[CH:30]=[C:29]([Cl:31])[CH:28]=[C:27]([Cl:32])[CH:26]=3)[C:9]2=[O:33])=[CH:5][CH:4]=1)#[N:2].CN(C(ON1N=NC2C=CC=CC1=2)=[N+](C)C)C.[B-](F)(F)(F)F.Cl.[NH2:60][C@@H:61]([C:63]([NH2:65])=[O:64])[CH3:62].C(N(CC)C(C)C)(C)C. (3) Given the product [CH:1]1[C:13]2[CH:12]([CH2:14][O:15][C:16]([N:18]3[CH2:22][C@H:21]([OH:23])[CH2:20][C@H:19]3[C:24](=[O:32])[NH:25][CH2:26][CH2:27][O:28][CH2:29][CH2:30][O:31][C:39]([C:38]3[CH:55]=[CH:56][C:35]([O:34][CH3:33])=[CH:36][CH:37]=3)([C:40]3[CH:45]=[CH:44][C:43]([O:46][CH3:47])=[CH:42][CH:41]=3)[C:48]3[CH:49]=[CH:50][CH:51]=[CH:52][CH:53]=3)=[O:17])[C:11]3[C:6](=[CH:7][CH:8]=[CH:9][CH:10]=3)[C:5]=2[CH:4]=[CH:3][CH:2]=1, predict the reactants needed to synthesize it. The reactants are: [CH:1]1[C:13]2[CH:12]([CH2:14][O:15][C:16]([N:18]3[CH2:22][C@H:21]([OH:23])[CH2:20][C@H:19]3[C:24](=[O:32])[NH:25][CH2:26][CH2:27][O:28][CH2:29][CH2:30][OH:31])=[O:17])[C:11]3[C:6](=[CH:7][CH:8]=[CH:9][CH:10]=3)[C:5]=2[CH:4]=[CH:3][CH:2]=1.[CH3:33][O:34][C:35]1[CH:56]=[CH:55][C:38]([C:39](Cl)([C:48]2[CH:53]=[CH:52][CH:51]=[CH:50][CH:49]=2)[C:40]2[CH:45]=[CH:44][C:43]([O:46][CH3:47])=[CH:42][CH:41]=2)=[CH:37][CH:36]=1. (4) Given the product [CH3:20][N:21]([CH3:30])[C:22]1[CH:27]=[CH:26][C:25]([N:28]([OH:29])[C:12](=[O:19])[C:13]2[CH:18]=[CH:17][CH:16]=[CH:15][CH:14]=2)=[CH:24][CH:23]=1, predict the reactants needed to synthesize it. The reactants are: C1CCN2C(=NCCC2)CC1.[CH:12](=[O:19])[C:13]1[CH:18]=[CH:17][CH:16]=[CH:15][CH:14]=1.[CH3:20][N:21]([CH3:30])[C:22]1[CH:27]=[CH:26][C:25]([N:28]=[O:29])=[CH:24][CH:23]=1.